This data is from Full USPTO retrosynthesis dataset with 1.9M reactions from patents (1976-2016). The task is: Predict the reactants needed to synthesize the given product. (1) Given the product [NH3:3].[CH2:36]([O:35][C:16]1[CH:15]=[CH:14][C:13]([CH2:12][CH2:11][O:10][C:9]2[CH:43]=[CH:44][C:6]([CH2:5][CH2:4][NH:3][CH2:68][C@@H:67]([C:55]3[CH:54]=[C:53]([O:52][CH2:45][C:46]4[CH:47]=[CH:48][CH:49]=[CH:50][CH:51]=4)[CH:58]=[C:57]([O:59][CH2:60][C:61]4[CH:66]=[CH:65][CH:64]=[CH:63][CH:62]=4)[CH:56]=3)[O:70][Si:71]([C:74]([CH3:77])([CH3:76])[CH3:75])([CH3:73])[CH3:72])=[CH:7][CH:8]=2)=[CH:18][C:17]=1[C@@H:19]([C:29]1[CH:30]=[CH:31][CH:32]=[CH:33][CH:34]=1)[CH2:20][CH2:21][N:22]([CH:26]([CH3:28])[CH3:27])[CH:23]([CH3:25])[CH3:24])[C:37]1[CH:38]=[CH:39][CH:40]=[CH:41][CH:42]=1, predict the reactants needed to synthesize it. The reactants are: Cl.Cl.[NH2:3][CH2:4][CH2:5][C:6]1[CH:44]=[CH:43][C:9]([O:10][CH2:11][CH2:12][C:13]2[CH:14]=[CH:15][C:16]([O:35][CH2:36][C:37]3[CH:42]=[CH:41][CH:40]=[CH:39][CH:38]=3)=[C:17]([C@@H:19]([C:29]3[CH:34]=[CH:33][CH:32]=[CH:31][CH:30]=3)[CH2:20][CH2:21][N:22]([CH:26]([CH3:28])[CH3:27])[CH:23]([CH3:25])[CH3:24])[CH:18]=2)=[CH:8][CH:7]=1.[CH2:45]([O:52][C:53]1[CH:54]=[C:55]([C@@H:67]([O:70][Si:71]([C:74]([CH3:77])([CH3:76])[CH3:75])([CH3:73])[CH3:72])[CH2:68]Br)[CH:56]=[C:57]([O:59][CH2:60][C:61]2[CH:66]=[CH:65][CH:64]=[CH:63][CH:62]=2)[CH:58]=1)[C:46]1[CH:51]=[CH:50][CH:49]=[CH:48][CH:47]=1.[I-].[K+].C(=O)([O-])O.[Na+].C(#N)CC. (2) Given the product [C:1]([C:5]1[CH:10]=[CH:9][C:8]([NH:11][C:12](=[O:22])[C:13]2[CH:14]=[CH:15][C:16]([C:19]3([CH3:20])[O:26][CH2:25][CH2:24][CH2:23][O:21]3)=[CH:17][CH:18]=2)=[CH:7][CH:6]=1)([CH3:4])([CH3:2])[CH3:3], predict the reactants needed to synthesize it. The reactants are: [C:1]([C:5]1[CH:10]=[CH:9][C:8]([NH:11][C:12](=[O:22])[C:13]2[CH:18]=[CH:17][C:16]([C:19](=[O:21])[CH3:20])=[CH:15][CH:14]=2)=[CH:7][CH:6]=1)([CH3:4])([CH3:3])[CH3:2].[CH2:23](O)[CH2:24][CH2:25][OH:26].C1(C)C=CC(S(O)(=O)=O)=CC=1.C1(C)C=CC=CC=1. (3) Given the product [CH:16]1[N:9]2[C:10]([CH2:11][O:12][C:13]3[C:4]([CH:1]=[O:21])=[CH:5][CH:6]=[CH:7][C:8]=32)=[N:14][CH:15]=1, predict the reactants needed to synthesize it. The reactants are: [CH2:1]([C:4]1[C:13]2[O:12][CH2:11][C:10]3=[N:14][CH:15]=[CH:16][N:9]3[C:8]=2[CH:7]=[CH:6][CH:5]=1)C=C.C[N+]1([O-])CC[O:21]CC1. (4) Given the product [NH2:34][C:16]1([C:14]([NH:13][C@H:9]([C:6]2[CH:7]=[CH:8][C:3]([Cl:2])=[CH:4][CH:5]=2)[CH2:10][CH2:11][OH:12])=[O:15])[CH2:17][CH2:18][N:19]([C:22]2[C:23]3[C:30]([CH:31]4[CH2:32][CH2:33]4)=[CH:29][NH:28][C:24]=3[N:25]=[CH:26][N:27]=2)[CH2:20][CH2:21]1, predict the reactants needed to synthesize it. The reactants are: Cl.[Cl:2][C:3]1[CH:8]=[CH:7][C:6]([C@@H:9]([NH:13][C:14]([C:16]2([NH:34]C(=O)OC(C)(C)C)[CH2:21][CH2:20][N:19]([C:22]3[C:23]4[C:30]([CH:31]5[CH2:33][CH2:32]5)=[CH:29][NH:28][C:24]=4[N:25]=[CH:26][N:27]=3)[CH2:18][CH2:17]2)=[O:15])[CH2:10][CH2:11][OH:12])=[CH:5][CH:4]=1. (5) Given the product [F:39][CH:37]([F:38])[C:20]1[C:21]([F:36])=[C:22]([S:25]([NH:28][C@@H:29]([CH2:34][CH3:35])[C:30]([F:33])([F:31])[F:32])(=[O:26])=[O:27])[CH:23]=[CH:24][C:19]=1[C:7]1[S:6][C:5]([C:8]2[N:12]=[C:11]([CH2:13][C:14]([OH:16])([CH3:17])[CH3:15])[O:10][N:9]=2)=[N:4][C:3]=1[CH2:2][OH:1], predict the reactants needed to synthesize it. The reactants are: [OH:1][CH2:2][C:3]1[N:4]=[C:5]([C:8]2[N:12]=[C:11]([CH2:13][C:14]([CH3:17])([OH:16])[CH3:15])[O:10][N:9]=2)[S:6][CH:7]=1.Br[C:19]1[CH:24]=[CH:23][C:22]([S:25]([NH:28][C@@H:29]([CH2:34][CH3:35])[C:30]([F:33])([F:32])[F:31])(=[O:27])=[O:26])=[C:21]([F:36])[C:20]=1[CH:37]([F:39])[F:38].C([O-])([O-])=O.[K+].[K+].P(C1CCCCC1)(C1CCCCC1)C1CCCCC1.[H+].[B-](F)(F)(F)F.C(O)(C(C)(C)C)=O. (6) Given the product [NH2:16][C:14]1[N:15]=[C:10]([CH2:9][OH:8])[C:11]([C:18]2[CH:19]=[CH:20][C:21]([NH2:24])=[CH:22][CH:23]=2)=[C:12]([NH2:17])[N:13]=1, predict the reactants needed to synthesize it. The reactants are: C([O:8][CH2:9][C:10]1[N:15]=[C:14]([NH2:16])[N:13]=[C:12]([NH2:17])[C:11]=1[C:18]1[CH:23]=[CH:22][C:21]([N+:24]([O-])=O)=[CH:20][CH:19]=1)C1C=CC=CC=1.Cl. (7) Given the product [CH2:18]([C@:14]1([OH:17])[CH2:15][CH2:16][NH:11][CH2:12][C@@H:13]1[OH:25])[C:19]1[CH:20]=[CH:21][CH:22]=[CH:23][CH:24]=1, predict the reactants needed to synthesize it. The reactants are: C(OC([N:11]1[CH2:16][CH2:15][C@:14]([CH2:18][C:19]2[CH:24]=[CH:23][CH:22]=[CH:21][CH:20]=2)([OH:17])[C@@H:13]([OH:25])[CH2:12]1)=O)C1C=CC=CC=1. (8) Given the product [I:25][C:24]1[C:17]2[C:16]([NH2:15])=[N:21][CH:20]=[N:19][C:18]=2[N:22]([CH:26]2[CH2:29][CH:28]([N:31]3[CH2:36][CH2:35][S:34][CH2:33][CH2:32]3)[CH2:27]2)[CH:23]=1, predict the reactants needed to synthesize it. The reactants are: C(O[BH-](OC(=O)C)OC(=O)C)(=O)C.[Na+].[NH2:15][C:16]1[C:17]2[C:24]([I:25])=[CH:23][N:22]([CH:26]3[CH2:29][C:28](=O)[CH2:27]3)[C:18]=2[N:19]=[CH:20][N:21]=1.[NH:31]1[CH2:36][CH2:35][S:34][CH2:33][CH2:32]1.C(O)(=O)C. (9) Given the product [Br:10][CH2:11][C:12]1[C:13]([Cl:20])=[N:14][CH:15]=[CH:16][CH:17]=1, predict the reactants needed to synthesize it. The reactants are: ClC1C(CO)=CC=CN=1.[Br:10][CH2:11][C:12]1[C:13]([Cl:20])=[N:14][C:15](Cl)=[C:16](F)[CH:17]=1. (10) Given the product [CH3:1][O:2][CH:3]([O:6][CH3:7])[CH2:4][NH:12][C@@H:10]([CH:9]([CH3:13])[CH3:8])[CH3:11], predict the reactants needed to synthesize it. The reactants are: [CH3:1][O:2][CH:3]([O:6][CH3:7])[CH:4]=O.[CH3:8][CH:9]([CH3:13])[C@H:10]([NH2:12])[CH3:11].